From a dataset of Reaction yield outcomes from USPTO patents with 853,638 reactions. Predict the reaction yield, written as a fraction of the theoretical maximum amount of product (1.0 means a 100% yield; for example, 0.34 means a 34% yield). (1) The reactants are [CH2:1]([C:3]1([CH2:15][CH3:16])[O:7][C@H:6]2[CH:8](OC)[O:9][C@H:10]([CH2:11]I)[C@H:5]2[O:4]1)[CH3:2]. The catalyst is CO.[Zn]. The product is [CH2:15]([C:3]1([CH2:1][CH3:2])[O:7][C@@H:6]([CH:8]=[O:9])[C@@H:5]([CH:10]=[CH2:11])[O:4]1)[CH3:16]. The yield is 0.800. (2) The reactants are Cl[C:2]1[C:3]2[S:11][C:10]3[CH:12]=[CH:13][CH:14]=[CH:15][C:9]=3[C:4]=2[N:5]=[C:6]([NH2:8])[N:7]=1.[CH3:16][N:17]1[CH2:22][CH2:21][NH:20][CH2:19][CH2:18]1. The catalyst is CCO. The product is [CH3:16][N:17]1[CH2:22][CH2:21][N:20]([C:2]2[C:3]3[S:11][C:10]4[CH:12]=[CH:13][CH:14]=[CH:15][C:9]=4[C:4]=3[N:5]=[C:6]([NH2:8])[N:7]=2)[CH2:19][CH2:18]1. The yield is 0.260. (3) The reactants are C(OC(=O)[NH:7][C@H:8]1[CH2:11][C@H:10]([N:12]2[C:16]3=[N:17][CH:18]=[CH:19][CH:20]=[C:15]3[C:14]([CH3:22])([CH3:21])[C:13]2=[O:23])[CH2:9]1)(C)(C)C.[ClH:25].O1CCOCC1. The catalyst is C(OCC)(=O)C. The product is [ClH:25].[NH2:7][C@H:8]1[CH2:11][C@H:10]([N:12]2[C:16]3=[N:17][CH:18]=[CH:19][CH:20]=[C:15]3[C:14]([CH3:21])([CH3:22])[C:13]2=[O:23])[CH2:9]1. The yield is 0.870.